Dataset: TCR-epitope binding with 47,182 pairs between 192 epitopes and 23,139 TCRs. Task: Binary Classification. Given a T-cell receptor sequence (or CDR3 region) and an epitope sequence, predict whether binding occurs between them. (1) The epitope is FLYNLLTRV. The TCR CDR3 sequence is CASSLSWAGGSGTDTQYF. Result: 0 (the TCR does not bind to the epitope). (2) The epitope is KTWGQYWQV. The TCR CDR3 sequence is CASSQEDWYNEQFF. Result: 1 (the TCR binds to the epitope). (3) The epitope is RTLNAWVKV. The TCR CDR3 sequence is CASSLVAGTYNEQFF. Result: 0 (the TCR does not bind to the epitope). (4) The epitope is SQASSRSSSR. The TCR CDR3 sequence is CASSETATGLRYTF. Result: 0 (the TCR does not bind to the epitope). (5) The epitope is YFPLQSYGF. The TCR CDR3 sequence is CASSPSGEQFF. Result: 1 (the TCR binds to the epitope).